Predict the product of the given reaction. From a dataset of Forward reaction prediction with 1.9M reactions from USPTO patents (1976-2016). (1) Given the reactants Br[C:2]1[S:6][C:5]([N:7]2[CH2:15][CH:14]3[CH2:16][N:10]4[CH2:11][CH:12]([CH2:17][CH:8]2[CH2:9]4)[CH2:13]3)=[N:4][CH:3]=1.[CH3:18][O:19][C:20]1[CH:25]=[CH:24][C:23](B(O)O)=[CH:22][CH:21]=1, predict the reaction product. The product is: [CH3:18][O:19][C:20]1[CH:25]=[CH:24][C:23]([C:2]2[S:6][C:5]([N:7]3[CH2:15][CH:14]4[CH2:16][N:10]5[CH2:11][CH:12]([CH2:17][CH:8]3[CH2:9]5)[CH2:13]4)=[N:4][CH:3]=2)=[CH:22][CH:21]=1. (2) Given the reactants [F:1][C:2]1[CH:7]=[CH:6][CH:5]=[C:4]([OH:8])[C:3]=1[C:9]1[N:18]=[C:17]([N:19]2[CH2:24][CH2:23][CH2:22][C@@H:21]([CH2:25][NH:26][C:27](=[O:31])[O:28][CH2:29][CH3:30])[CH2:20]2)[C:16]2[C:11](=[CH:12][C:13]([CH3:32])=[CH:14][CH:15]=2)[N:10]=1.CCOCC.[ClH:38], predict the reaction product. The product is: [ClH:38].[F:1][C:2]1[CH:7]=[CH:6][CH:5]=[C:4]([OH:8])[C:3]=1[C:9]1[N:18]=[C:17]([N:19]2[CH2:24][CH2:23][CH2:22][C@@H:21]([CH2:25][NH:26][C:27](=[O:31])[O:28][CH2:29][CH3:30])[CH2:20]2)[C:16]2[C:11](=[CH:12][C:13]([CH3:32])=[CH:14][CH:15]=2)[N:10]=1.